From a dataset of Full USPTO retrosynthesis dataset with 1.9M reactions from patents (1976-2016). Predict the reactants needed to synthesize the given product. (1) Given the product [CH:27]1([C:2]2[C:11]([CH2:12][C:13]3[CH:18]=[CH:17][C:16]([N:19]4[CH:23]=[CH:22][CH:21]=[N:20]4)=[CH:15][CH:14]=3)=[C:10]([CH3:24])[C:9]3[C:8]([OH:25])=[CH:7][CH:6]=[C:5]([F:26])[C:4]=3[N:3]=2)[CH2:29][CH2:28]1, predict the reactants needed to synthesize it. The reactants are: Cl[C:2]1[C:11]([CH2:12][C:13]2[CH:18]=[CH:17][C:16]([N:19]3[CH:23]=[CH:22][CH:21]=[N:20]3)=[CH:15][CH:14]=2)=[C:10]([CH3:24])[C:9]2[C:8]([OH:25])=[CH:7][CH:6]=[C:5]([F:26])[C:4]=2[N:3]=1.[CH:27]1(B(O)O)[CH2:29][CH2:28]1.C(=O)([O-])[O-].[Cs+].[Cs+].O1CCOCC1. (2) Given the product [CH2:1]([O:8][C:9](=[O:24])[NH:10][C:11]1[CH:12]=[C:13]2[C:18](=[CH:19][C:20]=1[O:21][CH3:22])[N:17]=[CH:16][CH:15]=[C:14]2[Cl:27])[C:2]1[CH:7]=[CH:6][CH:5]=[CH:4][CH:3]=1, predict the reactants needed to synthesize it. The reactants are: [CH2:1]([O:8][C:9](=[O:24])[NH:10][C:11]1[CH:12]=[C:13]2[C:18](=[CH:19][C:20]=1[O:21][CH3:22])[NH:17][CH:16]=[CH:15][C:14]2=O)[C:2]1[CH:7]=[CH:6][CH:5]=[CH:4][CH:3]=1.S(Cl)([Cl:27])=O. (3) The reactants are: [CH3:1][O:2][C:3]1[CH:8]=[CH:7][C:6]([O:9][CH3:10])=[CH:5][CH:4]=1.[Cl-].[Al+3].[Cl-].[Cl-].[F:15][C:16]([F:26])([F:25])[C:17]([NH:19][C@H:20]([CH3:24])[C:21](Cl)=[O:22])=[O:18]. Given the product [CH3:1][O:2][C:3]1[CH:8]=[CH:7][C:6]([O:9][CH3:10])=[CH:5][C:4]=1[C:21](=[O:22])[C@H:20]([NH:19][C:17](=[O:18])[C:16]([F:15])([F:25])[F:26])[CH3:24], predict the reactants needed to synthesize it. (4) Given the product [Cl:1][C:2]1[CH:10]=[C:9]2[C:5]([C:6]([CH:19]=[O:20])=[CH:7][NH:8]2)=[CH:4][C:3]=1[C:26]1[CH:31]=[CH:30][C:29]([CH2:32][CH2:33][CH2:34][OH:35])=[CH:28][CH:27]=1, predict the reactants needed to synthesize it. The reactants are: [Cl:1][C:2]1[CH:10]=[C:9]2[C:5]([CH:6]=[CH:7][NH:8]2)=[CH:4][C:3]=1B1OCC(C)(C)CO1.[C:19](=O)([O-])[O-:20].[K+].[K+].Br[C:26]1[CH:31]=[CH:30][C:29]([CH2:32][CH2:33][CH2:34][OH:35])=[CH:28][CH:27]=1. (5) Given the product [CH3:18][C:3]1[C:4]([NH:11][C:12](=[O:17])[C:13]([F:16])([F:15])[F:14])=[C:5]([C:7]([O:9][CH3:10])=[O:8])[S:6][C:2]=1[C:26]1[CH:25]=[CH:24][CH:23]=[C:22]([N+:19]([O-:21])=[O:20])[CH:27]=1, predict the reactants needed to synthesize it. The reactants are: Br[C:2]1[S:6][C:5]([C:7]([O:9][CH3:10])=[O:8])=[C:4]([NH:11][C:12](=[O:17])[C:13]([F:16])([F:15])[F:14])[C:3]=1[CH3:18].[N+:19]([C:22]1[CH:23]=[C:24](B(O)O)[CH:25]=[CH:26][CH:27]=1)([O-:21])=[O:20].[F-].[K+]. (6) Given the product [CH3:1][CH:2]1[CH:6]([CH3:7])[CH2:5][N:4]([C:8]2[C:9]([CH3:34])=[C:10]([C:14]3[C:26]4[C:25]5[C:20](=[CH:21][C:22]([C:27]([OH:30])([CH3:29])[CH3:28])=[CH:23][CH:24]=5)[NH:19][C:18]=4[C:17]([C:31]([NH2:33])=[O:32])=[CH:16][CH:15]=3)[CH:11]=[CH:12][CH:13]=2)[C:3]1=[O:35], predict the reactants needed to synthesize it. The reactants are: [CH3:1][C:2]1[C:3](=[O:35])[N:4]([C:8]2[C:9]([CH3:34])=[C:10]([C:14]3[C:26]4[C:25]5[C:20](=[CH:21][C:22]([C:27]([OH:30])([CH3:29])[CH3:28])=[CH:23][CH:24]=5)[NH:19][C:18]=4[C:17]([C:31]([NH2:33])=[O:32])=[CH:16][CH:15]=3)[CH:11]=[CH:12][CH:13]=2)[CH2:5][C:6]=1[CH3:7].C([O-])=O.[NH4+].